From a dataset of NCI-60 drug combinations with 297,098 pairs across 59 cell lines. Regression. Given two drug SMILES strings and cell line genomic features, predict the synergy score measuring deviation from expected non-interaction effect. (1) Drug 1: C1=C(C(=O)NC(=O)N1)N(CCCl)CCCl. Drug 2: CC1=C(C=C(C=C1)C(=O)NC2=CC(=CC(=C2)C(F)(F)F)N3C=C(N=C3)C)NC4=NC=CC(=N4)C5=CN=CC=C5. Cell line: UACC-257. Synergy scores: CSS=-4.63, Synergy_ZIP=-1.85, Synergy_Bliss=-2.72, Synergy_Loewe=-6.75, Synergy_HSA=-6.20. (2) Drug 1: CS(=O)(=O)CCNCC1=CC=C(O1)C2=CC3=C(C=C2)N=CN=C3NC4=CC(=C(C=C4)OCC5=CC(=CC=C5)F)Cl. Drug 2: CC(C)CN1C=NC2=C1C3=CC=CC=C3N=C2N. Cell line: PC-3. Synergy scores: CSS=5.68, Synergy_ZIP=-3.21, Synergy_Bliss=-3.31, Synergy_Loewe=0.216, Synergy_HSA=-1.58. (3) Drug 1: CC1C(C(CC(O1)OC2CC(CC3=C2C(=C4C(=C3O)C(=O)C5=C(C4=O)C(=CC=C5)OC)O)(C(=O)C)O)N)O.Cl. Drug 2: CC(C)(C#N)C1=CC(=CC(=C1)CN2C=NC=N2)C(C)(C)C#N. Cell line: SK-MEL-5. Synergy scores: CSS=36.9, Synergy_ZIP=-2.08, Synergy_Bliss=0.193, Synergy_Loewe=-14.3, Synergy_HSA=1.05. (4) Drug 1: C1=NC2=C(N1)C(=S)N=CN2. Drug 2: COC1=C2C(=CC3=C1OC=C3)C=CC(=O)O2. Cell line: MDA-MB-231. Synergy scores: CSS=39.0, Synergy_ZIP=-0.402, Synergy_Bliss=-0.835, Synergy_Loewe=-39.3, Synergy_HSA=-2.83.